Dataset: Catalyst prediction with 721,799 reactions and 888 catalyst types from USPTO. Task: Predict which catalyst facilitates the given reaction. (1) Reactant: [Na].Cl.[C:3]([NH2:6])(=[NH:5])[CH3:4].[Na+].[Cl-].C([O:11][C:12](=O)[CH:13]([CH2:19][CH:20]=[CH2:21])[C:14](OCC)=[O:15])C.C(N)(=N)C. Product: [OH:15][C:14]1[NH:6][C:3]([CH3:4])=[N:5][C:12](=[O:11])[C:13]=1[CH2:19][CH:20]=[CH2:21]. The catalyst class is: 5. (2) Reactant: N1C=CN=[C:2]1[NH:6][C:7]([C:9]1[C:17]2[N:16]=[C:15]([NH:18][C:19]([C:21]3[N:22]=[CH:23][C:24]4[C:29]([CH:30]=3)=[CH:28][CH:27]=[CH:26][CH:25]=4)=[O:20])[NH:14][C:13]=2[CH:12]=[CH:11][CH:10]=1)=[O:8].CN(C(O[N:39]1N=N[C:41]2[CH:42]=[CH:43][CH:44]=C[C:40]1=2)=[N+](C)C)C.F[P-](F)(F)(F)(F)F.CCN(C(C)C)C(C)C.C1(N)C(N)=CC=CC=1. Product: [NH2:39][C:40]1[CH:41]=[CH:42][CH:43]=[CH:44][C:2]=1[NH:6][C:7]([C:9]1[C:17]2[NH:16][C:15]([NH:18][C:19]([C:21]3[C:30]4[C:25](=[CH:26][CH:27]=[CH:28][CH:29]=4)[CH:24]=[CH:23][N:22]=3)=[O:20])=[N:14][C:13]=2[CH:12]=[CH:11][CH:10]=1)=[O:8]. The catalyst class is: 3. (3) The catalyst class is: 8. Reactant: [O-]CC.[Na+].CO[C:7]([C:9]1[S:10][CH:11]=[CH:12][C:13]=1[NH:14][C:15](=[O:22])[CH2:16][C:17]([O:19][CH2:20][CH3:21])=[O:18])=[O:8]. Product: [CH2:20]([O:19][C:17]([C:16]1[C:15](=[O:22])[NH:14][C:13]2[CH:12]=[CH:11][S:10][C:9]=2[C:7]=1[OH:8])=[O:18])[CH3:21].